From a dataset of Drug-target binding data from BindingDB using IC50 measurements. Regression. Given a target protein amino acid sequence and a drug SMILES string, predict the binding affinity score between them. We predict pIC50 (pIC50 = -log10(IC50 in M); higher means more potent). Dataset: bindingdb_ic50. (1) The compound is O=c1[nH]nc(CCc2ccc(Cl)cc2)cc1O. The target protein sequence is MRVAVIGAGVIGLSTALCIHERYHPAQPLHMKIYADRFTPFTTSDVAAGLWQPYLSDPSNPQEAEWNQQTFDHLQSCLHSPNAEKMGLALISGYNLFRDEVPDPFWKSTVLGFRKLTPSELDMFPDYSYGWFNTSLLLEGKSYLSWLTERLTERGVKFIHRKVASFEEVVRGGVDVIINCTGVWAGALQADASLQPGRGQIIQVEAPWIKHFILTHDPSLGIYNSPYIIPGSKTVTLGGVFQLGNWSELNSVHDHNTIWKSCCQLEPTLKNARIMGELTGFRPVRPQVRLERERLRFGSSSAEVIHNYGHGGYGLTIHWGCAMEAANLFGKILEEKNLSRMPPSHL. The pIC50 is 8.6. (2) The small molecule is O=[N+]([O-])c1ccc(-n2nc(-c3ccc(Cl)cc3)c3c2-c2ccccc2S(=O)(=O)N3)cc1. The target protein (P0A0J7) has sequence MNKQIFVLYFNIFLIFLGIGLVIPVLPVYLKDLGLTGSDLGLLVAAFALSQMIISPFGGTLADKLGKKLIICIGLILFSVSEFMFAVGHNFSVLMLSRVIGGMSAGMVMPGVTGLIADISPSHQKAKNFGYMSAIINSGFILGPGIGGFMAEVSHRMPFYFAGALGILAFIMSIVLIHDPKKSTTSGFQKLEPQLLTKINWKVFITPVILTLVLSFGLSAFETLYSLYTADKVNYSPKDISIAITGGGIFGALFQIYFFDKFMKYFSELTFIAWSLLYSVVVLILLVFANGYWSIMLISFVVFIGFDMIRPAITNYFSNIAGERQGFAGGLNSTFTSMGNFIGPLIAGALFDVHIEAPIYMAIGVSLAGVVIVLIEKQHRAKLKEQNM. The pIC50 is 5.0. (3) The compound is O=C(O)C1=CC2(CC1)CCN(C(=O)c1ccc(NC(=O)c3cc(F)ccc3Cl)cc1)c1ccccc1C2. The target protein (P37288) has sequence MRLSAGPDAGPSGNSSPWWPLATGAGNTSREAEALGEGNGPPRDVRNEELAKLEIAVLAVTFAVAVLGNSSVLLALHRTPRKTSRMHLFIRHLSLADLAVAFFQVLPQMCWDITYRFRGPDWLCRVVKHLQVFGMFASAYMLVVMTADRYIAVCHPLKTLQQPARRSRLMIAAAWVLSFVLSTPQYFVFSMIEVNNVTKARDCWATFIQPWGSRAYVTWMTGGIFVAPVVILGTCYGFICYNIWCNVRGKTASRQSKGAEQAGVAFQKGFLLAPCVSSVKSISRAKIRTVKMTFVIVTAYIVCWAPFFIIQMWSVWDPMSVWTESENPTITITALLGSLNSCCNPWIYMFFSGHLLQDCVQSFPCCQNMKEKFNKEDTDSMSRRQTFYSNNRSPTNSTGMWKDSPKSSKSIKFIPVST. The pIC50 is 7.5.